From a dataset of Reaction yield outcomes from USPTO patents with 853,638 reactions. Predict the reaction yield, written as a fraction of the theoretical maximum amount of product (1.0 means a 100% yield; for example, 0.34 means a 34% yield). (1) The reactants are [NH2:1][C@H:2]([C:34]1[CH:39]=[CH:38][CH:37]=[CH:36][CH:35]=1)[CH2:3][N:4]1[C:9](=[O:10])[C:8]([C:11]2[CH:16]=[CH:15][CH:14]=[C:13]([O:17][CH3:18])[C:12]=2[F:19])=[C:7]([CH3:20])[N:6]([CH2:21][C:22]2[C:27]([C:28]([F:31])([F:30])[F:29])=[CH:26][CH:25]=[CH:24][C:23]=2[F:32])[C:5]1=[O:33].CN(C)[CH:42]=[O:43]. The catalyst is C(OC(C)C)(=O)C. The product is [CH2:9]([O:10][C:42](=[O:43])[CH2:3][CH2:2][CH2:34][NH:1][C@H:2]([C:34]1[CH:39]=[CH:38][CH:37]=[CH:36][CH:35]=1)[CH2:3][N:4]1[C:9](=[O:10])[C:8]([C:11]2[CH:16]=[CH:15][CH:14]=[C:13]([O:17][CH3:18])[C:12]=2[F:19])=[C:7]([CH3:20])[N:6]([CH2:21][C:22]2[C:27]([C:28]([F:29])([F:31])[F:30])=[CH:26][CH:25]=[CH:24][C:23]=2[F:32])[C:5]1=[O:33])[CH3:8]. The yield is 0.800. (2) The reactants are [Cl:1][C:2]1[C:15]([F:16])=[C:14]([Cl:17])[C:13]([F:18])=[C:12]([Cl:19])[C:3]=1[C:4]([CH2:6][C:7]([O:9][CH2:10][CH3:11])=[O:8])=[O:5].[CH:20](OCC)(OCC)OCC.C(OC(=O)C)(=O)C.[CH:37]1([NH2:40])[CH2:39][CH2:38]1. No catalyst specified. The product is [Cl:1][C:2]1[C:15]([F:16])=[C:14]([Cl:17])[C:13]([F:18])=[C:12]([Cl:19])[C:3]=1[C:4]([C:6](=[CH:20][NH:40][CH:37]1[CH2:39][CH2:38]1)[C:7]([O:9][CH2:10][CH3:11])=[O:8])=[O:5]. The yield is 0.746. (3) The reactants are [CH2:1]=[C:2]1[C:19]2[C@:14]([CH3:21])([CH2:15][CH2:16][C:17](=[O:20])[CH:18]=2)[C@@H:13]2[C@H:4]([C@H:5]3[C@@:9]([CH2:11][CH2:12]2)([CH3:10])[C:8](=[O:22])[CH2:7][CH2:6]3)[CH2:3]1.ClC1C(=O)C(Cl)=C(Cl)C(=O)C=1Cl.FC(F)(F)S(O)(=O)=O.C[Si](N([Si](C)(C)C)C(=O)C(F)(F)F)(C)C. The catalyst is C1(C)C=CC=CC=1. The product is [CH2:1]=[C:2]1[C:19]2[C@:14]([CH3:21])([CH:15]=[CH:16][C:17](=[O:20])[CH:18]=2)[C@@H:13]2[C@H:4]([C@H:5]3[C@@:9]([CH2:11][CH2:12]2)([CH3:10])[C:8](=[O:22])[CH2:7][CH2:6]3)[CH2:3]1. The yield is 0.818. (4) The catalyst is C1COCC1. The reactants are [CH2:1]([NH2:3])[CH3:2].[Cl:4][C:5]1[N:6]=[C:7](Cl)[C:8]2[CH2:14][O:13][CH2:12][CH:11]([C:15]3[CH:20]=[C:19]([F:21])[CH:18]=[C:17]([F:22])[CH:16]=3)[C:9]=2[N:10]=1.CCN(C(C)C)C(C)C. The product is [Cl:4][C:5]1[N:6]=[C:7]([NH:3][CH2:1][CH3:2])[C:8]2[CH2:14][O:13][CH2:12][CH:11]([C:15]3[CH:20]=[C:19]([F:21])[CH:18]=[C:17]([F:22])[CH:16]=3)[C:9]=2[N:10]=1. The yield is 0.870. (5) The reactants are [CH2:1]([O:5][C:6]1[CH:14]=[CH:13][C:12]([S:15]([CH3:18])(=[O:17])=[O:16])=[CH:11][C:7]=1[C:8]([OH:10])=O)[CH:2]([CH3:4])[CH3:3].Cl.[CH3:20][S:21]([C:24]1[S:28][C:27]([N:29]2[CH2:34][CH2:33][NH:32][CH2:31][CH2:30]2)=[N:26][CH:25]=1)(=[O:23])=[O:22]. No catalyst specified. The product is [CH2:1]([O:5][C:6]1[CH:14]=[CH:13][C:12]([S:15]([CH3:18])(=[O:17])=[O:16])=[CH:11][C:7]=1[C:8]([N:32]1[CH2:33][CH2:34][N:29]([C:27]2[S:28][C:24]([S:21]([CH3:20])(=[O:23])=[O:22])=[CH:25][N:26]=2)[CH2:30][CH2:31]1)=[O:10])[CH:2]([CH3:3])[CH3:4]. The yield is 0.400. (6) The reactants are O=P(Cl)(Cl)[Cl:3].[C:6]([C:10]1[N:15]=[C:14](O)[C:13]([C:17]([O:19][CH3:20])=[O:18])=[CH:12][N:11]=1)([CH3:9])([CH3:8])[CH3:7]. The catalyst is CCN(CC)CC. The product is [C:6]([C:10]1[N:15]=[C:14]([Cl:3])[C:13]([C:17]([O:19][CH3:20])=[O:18])=[CH:12][N:11]=1)([CH3:9])([CH3:8])[CH3:7]. The yield is 0.870. (7) The reactants are [C:1]1([CH3:15])[CH:6]=[CH:5][C:4]([NH:7][C:8]2[CH:13]=[CH:12][C:11]([CH3:14])=[CH:10][CH:9]=2)=[CH:3][CH:2]=1.[Br:16][C:17]1[CH:22]=[CH:21][C:20](I)=[CH:19][CH:18]=1.[K].N1C2C(=CC=C3C=2N=CC=C3)C=CC=1. The catalyst is CC1C=CC=CC=1C.[Cu](Cl)Cl.C1(C)C=CC=CC=1. The product is [Br:16][C:17]1[CH:22]=[CH:21][C:20]([N:7]([C:4]2[CH:3]=[CH:2][C:1]([CH3:15])=[CH:6][CH:5]=2)[C:8]2[CH:13]=[CH:12][C:11]([CH3:14])=[CH:10][CH:9]=2)=[CH:19][CH:18]=1. The yield is 0.550. (8) The reactants are [OH-].[Li+].C([O:5][C:6]([CH:8]1[CH2:13][CH2:12][CH:11]([O:14][C:15]2[CH:20]=[CH:19][C:18]([NH:21][C:22]([C:24]3[O:25][C:26]([NH:29][C:30]4[CH:35]=[C:34]([F:36])[C:33]([F:37])=[C:32]([F:38])[CH:31]=4)=[N:27][N:28]=3)=[O:23])=[C:17]([F:39])[CH:16]=2)[CH2:10][CH2:9]1)=[O:7])C.C1COCC1.CO. The catalyst is O. The product is [F:39][C:17]1[CH:16]=[C:15]([CH:20]=[CH:19][C:18]=1[NH:21][C:22]([C:24]1[O:25][C:26]([NH:29][C:30]2[CH:31]=[C:32]([F:38])[C:33]([F:37])=[C:34]([F:36])[CH:35]=2)=[N:27][N:28]=1)=[O:23])[O:14][C@@H:11]1[CH2:10][CH2:9][C@H:8]([C:6]([OH:7])=[O:5])[CH2:13][CH2:12]1. The yield is 0.580. (9) The catalyst is O.C(O)C. The yield is 0.520. The reactants are Cl.[NH2:2][OH:3].[OH-].[Na+].CC1[N:8]([C:13]2[CH:18]=[CH:17][C:16]([C:19](=O)[CH2:20][C:21](=[O:26])[C:22]([F:25])([F:24])[F:23])=[CH:15][CH:14]=2)C(C)=CC=1. The product is [NH2:8][C:13]1[CH:14]=[CH:15][C:16]([C:19]2[CH2:20][C:21]([C:22]([F:23])([F:24])[F:25])([OH:26])[O:3][N:2]=2)=[CH:17][CH:18]=1. (10) The reactants are [Cl:1][C:2]1[C:3]([N+:9]([O-:11])=[O:10])=[C:4]([CH:6]=[CH:7][CH:8]=1)[NH2:5].[Br:12]N1C(=O)CCC1=O.O. The yield is 0.670. The product is [Br:12][C:8]1[CH:7]=[CH:6][C:4]([NH2:5])=[C:3]([N+:9]([O-:11])=[O:10])[C:2]=1[Cl:1]. The catalyst is C(O)(=O)C.